Dataset: Peptide-MHC class I binding affinity with 185,985 pairs from IEDB/IMGT. Task: Regression. Given a peptide amino acid sequence and an MHC pseudo amino acid sequence, predict their binding affinity value. This is MHC class I binding data. (1) The peptide sequence is AVFLSYIGY. The MHC is HLA-A02:03 with pseudo-sequence HLA-A02:03. The binding affinity (normalized) is 0.0847. (2) The peptide sequence is LSDDSGLMV. The MHC is HLA-A01:01 with pseudo-sequence HLA-A01:01. The binding affinity (normalized) is 0.715. (3) The peptide sequence is YQNEVTPEY. The MHC is HLA-A69:01 with pseudo-sequence HLA-A69:01. The binding affinity (normalized) is 0.0847. (4) The peptide sequence is RQLIRLLTW. The MHC is Mamu-A2201 with pseudo-sequence Mamu-A2201. The binding affinity (normalized) is 0.0492.